This data is from Forward reaction prediction with 1.9M reactions from USPTO patents (1976-2016). The task is: Predict the product of the given reaction. (1) Given the reactants [CH3:1][O:2][C:3]1[CH:8]=[C:7]([N+:9]([O-])=O)[CH:6]=[CH:5][C:4]=1[OH:12].C1COCC1, predict the reaction product. The product is: [NH2:9][C:7]1[CH:6]=[CH:5][C:4]([OH:12])=[C:3]([O:2][CH3:1])[CH:8]=1. (2) Given the reactants [C:1]([C:5]1[CH:10]=[CH:9][C:8]([S:11]([NH:14][C:15]2[CH:16]=[C:17]3[C:21](=[CH:22][CH:23]=2)[NH:20][C:19]([C:24](O)=[O:25])=[C:18]3[C:27]2[CH:32]=[CH:31][CH:30]=[C:29]([O:33][CH3:34])[CH:28]=2)(=[O:13])=[O:12])=[CH:7][CH:6]=1)([CH3:4])([CH3:3])[CH3:2].[NH2:35][CH:36]1[CH2:41][CH2:40][O:39][CH2:38][CH2:37]1, predict the reaction product. The product is: [O:39]1[CH2:40][CH2:41][CH:36]([NH:35][C:24]([C:19]2[NH:20][C:21]3[C:17]([C:18]=2[C:27]2[CH:32]=[CH:31][CH:30]=[C:29]([O:33][CH3:34])[CH:28]=2)=[CH:16][C:15]([NH:14][S:11]([C:8]2[CH:7]=[CH:6][C:5]([C:1]([CH3:4])([CH3:3])[CH3:2])=[CH:10][CH:9]=2)(=[O:12])=[O:13])=[CH:23][CH:22]=3)=[O:25])[CH2:37][CH2:38]1. (3) Given the reactants C([O:4][C@@H:5]1[C@@H:10]([O:11]C(=O)C)[C@H:9]([O:15]C(=O)C)[C@@H:8]([CH2:19][O:20]C(=O)C)[O:7][C@H:6]1[O:24][C:25]1[C:29]([CH2:30][C:31]2[CH:36]=[CH:35][C:34]([CH2:37][CH2:38][CH2:39][S:40](=[O:49])(=[O:48])[NH:41][C:42]([C:45]([OH:47])=O)([CH3:44])[CH3:43])=[CH:33][CH:32]=2)=[C:28]([CH:50]([CH3:52])[CH3:51])[NH:27][N:26]=1)(=O)C.Cl.C([N:56]=C=NCCCN(C)C)C.ON1C2C=CC=CC=2N=N1, predict the reaction product. The product is: [C:45]([C:42]([NH:41][S:40]([CH2:39][CH2:38][CH2:37][C:34]1[CH:33]=[CH:32][C:31]([CH2:30][C:29]2[C:25]([O:24][C@@H:6]3[O:7][C@H:8]([CH2:19][OH:20])[C@@H:9]([OH:15])[C@H:10]([OH:11])[C@H:5]3[OH:4])=[N:26][NH:27][C:28]=2[CH:50]([CH3:51])[CH3:52])=[CH:36][CH:35]=1)(=[O:49])=[O:48])([CH3:43])[CH3:44])(=[O:47])[NH2:56]. (4) Given the reactants N#N.Cl.Cl.[Br:5][C:6]1[CH:11]=[CH:10][C:9]([CH2:12][C@H:13]([C:15]2[NH:19][C:18]3[CH:20]=[CH:21][C:22]([CH3:24])=[CH:23][C:17]=3[N:16]=2)[NH2:14])=[CH:8][CH:7]=1.[OH-].[Na+], predict the reaction product. The product is: [Br:5][C:6]1[CH:11]=[CH:10][C:9]([CH2:12][C@H:13]([C:15]2[NH:19][C:18]3[CH:20]=[CH:21][C:22]([CH3:24])=[CH:23][C:17]=3[N:16]=2)[NH2:14])=[CH:8][CH:7]=1. (5) Given the reactants [Br:1][C:2]1[CH:3]=[C:4](/[CH:7]=[CH:8]/[C:9]([OH:11])=O)[O:5][CH:6]=1.S(Cl)([Cl:14])=O, predict the reaction product. The product is: [Br:1][C:2]1[CH:3]=[C:4](/[CH:7]=[CH:8]/[C:9]([Cl:14])=[O:11])[O:5][CH:6]=1. (6) Given the reactants [N:1]1[CH:6]=[CH:5][CH:4]=[C:3]([NH:7][C:8](=[O:15])OCC(Cl)(Cl)Cl)[CH:2]=1.[Cl:16][C:17]1[C:22]([Cl:23])=[CH:21][CH:20]=[CH:19][C:18]=1[C:24]1[N:25]=[C:26]([N:29]2[CH2:34][CH2:33][NH:32][CH2:31][CH2:30]2)[S:27][CH:28]=1.C(N(C(C)C)CC)(C)C.O, predict the reaction product. The product is: [Cl:16][C:17]1[C:22]([Cl:23])=[CH:21][CH:20]=[CH:19][C:18]=1[C:24]1[N:25]=[C:26]([N:29]2[CH2:34][CH2:33][N:32]([C:8]([NH:7][C:3]3[CH:2]=[N:1][CH:6]=[CH:5][CH:4]=3)=[O:15])[CH2:31][CH2:30]2)[S:27][CH:28]=1.